From a dataset of Full USPTO retrosynthesis dataset with 1.9M reactions from patents (1976-2016). Predict the reactants needed to synthesize the given product. (1) Given the product [Cl:16][C:17]1[C:21]2[CH:22]=[C:23]([CH:31]=[O:32])[C:24]([F:27])=[C:25]([F:26])[C:20]=2[O:19][N:18]=1, predict the reactants needed to synthesize it. The reactants are: C([Li])CCC.CC1(C)CCCC(C)(C)N1.[Cl:16][C:17]1[C:21]2[CH:22]=[CH:23][C:24]([F:27])=[C:25]([F:26])[C:20]=2[O:19][N:18]=1.CN([CH:31]=[O:32])C.C(O)(=O)C. (2) The reactants are: [F:1][C:2]([F:28])([F:27])[C:3]1[C:25]([Cl:26])=[CH:24][C:6]2[N:7]([CH:11]3[CH2:16][CH2:15][N:14](C(OC(C)(C)C)=O)[CH2:13][CH2:12]3)[C:8](=[O:10])[NH:9][C:5]=2[CH:4]=1.Cl. Given the product [ClH:26].[F:27][C:2]([F:1])([F:28])[C:3]1[C:25]([Cl:26])=[CH:24][C:6]2[N:7]([CH:11]3[CH2:16][CH2:15][NH:14][CH2:13][CH2:12]3)[C:8](=[O:10])[NH:9][C:5]=2[CH:4]=1, predict the reactants needed to synthesize it.